This data is from NCI-60 drug combinations with 297,098 pairs across 59 cell lines. The task is: Regression. Given two drug SMILES strings and cell line genomic features, predict the synergy score measuring deviation from expected non-interaction effect. (1) Drug 1: CN1C(=O)N2C=NC(=C2N=N1)C(=O)N. Drug 2: C(CN)CNCCSP(=O)(O)O. Cell line: SR. Synergy scores: CSS=40.4, Synergy_ZIP=-0.915, Synergy_Bliss=-3.85, Synergy_Loewe=-34.7, Synergy_HSA=-4.89. (2) Drug 1: CN(C)N=NC1=C(NC=N1)C(=O)N. Drug 2: CCC1(CC2CC(C3=C(CCN(C2)C1)C4=CC=CC=C4N3)(C5=C(C=C6C(=C5)C78CCN9C7C(C=CC9)(C(C(C8N6C=O)(C(=O)OC)O)OC(=O)C)CC)OC)C(=O)OC)O.OS(=O)(=O)O. Cell line: SK-MEL-28. Synergy scores: CSS=25.8, Synergy_ZIP=-5.01, Synergy_Bliss=-2.00, Synergy_Loewe=-28.7, Synergy_HSA=-2.57. (3) Drug 1: CC1C(C(CC(O1)OC2CC(OC(C2O)C)OC3=CC4=CC5=C(C(=O)C(C(C5)C(C(=O)C(C(C)O)O)OC)OC6CC(C(C(O6)C)O)OC7CC(C(C(O7)C)O)OC8CC(C(C(O8)C)O)(C)O)C(=C4C(=C3C)O)O)O)O. Drug 2: C1CN(CCN1C(=O)CCBr)C(=O)CCBr. Cell line: SR. Synergy scores: CSS=81.4, Synergy_ZIP=-3.05, Synergy_Bliss=-3.19, Synergy_Loewe=-2.81, Synergy_HSA=-0.395. (4) Drug 2: CC1=CC2C(CCC3(C2CCC3(C(=O)C)OC(=O)C)C)C4(C1=CC(=O)CC4)C. Synergy scores: CSS=-5.60, Synergy_ZIP=2.77, Synergy_Bliss=1.90, Synergy_Loewe=-7.17, Synergy_HSA=-4.11. Cell line: HS 578T. Drug 1: CNC(=O)C1=CC=CC=C1SC2=CC3=C(C=C2)C(=NN3)C=CC4=CC=CC=N4. (5) Drug 1: C1=NC2=C(N=C(N=C2N1C3C(C(C(O3)CO)O)O)F)N. Drug 2: C1C(C(OC1N2C=NC3=C2NC=NCC3O)CO)O. Cell line: PC-3. Synergy scores: CSS=15.4, Synergy_ZIP=-0.963, Synergy_Bliss=0.810, Synergy_Loewe=2.46, Synergy_HSA=1.01. (6) Drug 1: COC1=CC(=CC(=C1O)OC)C2C3C(COC3=O)C(C4=CC5=C(C=C24)OCO5)OC6C(C(C7C(O6)COC(O7)C8=CC=CS8)O)O. Drug 2: CN(C(=O)NC(C=O)C(C(C(CO)O)O)O)N=O. Cell line: HT29. Synergy scores: CSS=31.4, Synergy_ZIP=-10.4, Synergy_Bliss=-1.65, Synergy_Loewe=-67.0, Synergy_HSA=0.629. (7) Drug 1: CNC(=O)C1=CC=CC=C1SC2=CC3=C(C=C2)C(=NN3)C=CC4=CC=CC=N4. Drug 2: CN1CCC(CC1)COC2=C(C=C3C(=C2)N=CN=C3NC4=C(C=C(C=C4)Br)F)OC. Cell line: MOLT-4. Synergy scores: CSS=8.74, Synergy_ZIP=-6.49, Synergy_Bliss=-5.01, Synergy_Loewe=-11.6, Synergy_HSA=-4.35.